Predict the reactants needed to synthesize the given product. From a dataset of Full USPTO retrosynthesis dataset with 1.9M reactions from patents (1976-2016). (1) Given the product [F:1][C:2]1[C:11]([CH3:12])=[CH:10][C:9]2[CH:8]([NH:13][C:14]3[CH:23]=[CH:22][C:21]([F:24])=[C:20]4[C:15]=3[CH:16]=[N:17][C:18]([CH3:25])=[N:19]4)[C:7]([C:27]([F:28])([F:29])[F:30])([OH:26])[CH2:6][C:5]([CH3:31])([CH3:32])[C:4]=2[C:3]=1[OH:33], predict the reactants needed to synthesize it. The reactants are: [F:1][C:2]1[C:3]([O:33]C)=[C:4]2[C:9](=[CH:10][C:11]=1[CH3:12])[CH:8]([NH:13][C:14]1[CH:23]=[CH:22][C:21]([F:24])=[C:20]3[C:15]=1[CH:16]=[N:17][C:18]([CH3:25])=[N:19]3)[C:7]([C:27]([F:30])([F:29])[F:28])([OH:26])[CH2:6][C:5]2([CH3:32])[CH3:31].B(Br)(Br)Br.C(=O)(O)[O-].[Na+]. (2) Given the product [C:34]([C:11]1([NH:14][C:15]([O:17][C@@H:18]([CH2:27][CH:28]2[CH2:33][CH2:32][CH2:31][CH2:30][CH2:29]2)[C:19]([N:21]2[CH2:22][CH2:23][O:24][CH2:25][CH2:26]2)=[O:20])=[O:16])[CH2:12][CH2:13][NH:8][CH2:9][CH2:10]1)#[N:35].[C:36]([OH:42])([C:38]([F:41])([F:40])[F:39])=[O:37], predict the reactants needed to synthesize it. The reactants are: C(OC([N:8]1[CH2:13][CH2:12][C:11]([C:34]#[N:35])([NH:14][C:15]([O:17][C@@H:18]([CH2:27][CH:28]2[CH2:33][CH2:32][CH2:31][CH2:30][CH2:29]2)[C:19]([N:21]2[CH2:26][CH2:25][O:24][CH2:23][CH2:22]2)=[O:20])=[O:16])[CH2:10][CH2:9]1)=O)(C)(C)C.[C:36]([OH:42])([C:38]([F:41])([F:40])[F:39])=[O:37]. (3) Given the product [C:1]([O:5][C:6](=[O:15])[NH:7][CH2:8][CH2:9][C:10]1[N:11]=[N:12][N:13]([CH2:23][CH2:24][F:25])[N:14]=1)([CH3:4])([CH3:2])[CH3:3], predict the reactants needed to synthesize it. The reactants are: [C:1]([O:5][C:6](=[O:15])[NH:7][CH2:8][CH2:9][C:10]1[N:11]=[N:12][NH:13][N:14]=1)([CH3:4])([CH3:3])[CH3:2].C([O-])([O-])=O.[Cs+].[Cs+].Br[CH2:23][CH2:24][F:25]. (4) The reactants are: [NH2:1][C:2]1[N:3]=[N:4][C:5]([Cl:8])=[CH:6][CH:7]=1.C(N(CC)CC)C.Cl[C:17](=[O:22])[C:18]([O:20][CH3:21])=[O:19].O. Given the product [CH3:21][O:20][C:18](=[O:19])[C:17]([NH:1][C:2]1[N:3]=[N:4][C:5]([Cl:8])=[CH:6][CH:7]=1)=[O:22], predict the reactants needed to synthesize it. (5) The reactants are: [NH2:1][C:2]1[CH:7]=[CH:6][CH:5]=[CH:4][CH:3]=1.C(N(CC)CC)C.Cl[C:16]([CH3:20])([CH3:19])[C:17]#[CH:18]. Given the product [CH3:19][C:16]([NH:1][C:2]1[CH:7]=[CH:6][CH:5]=[CH:4][CH:3]=1)([CH3:20])[C:17]#[CH:18], predict the reactants needed to synthesize it. (6) The reactants are: [F:1][C:2]1[CH:7]=[CH:6][C:5]([CH2:8][C:9]2[NH:17][C:16]3[C:11](=[N:12][CH:13]=[CH:14][C:15]=3[C:18]([O:20]C)=[O:19])[CH:10]=2)=[CH:4][CH:3]=1. Given the product [F:1][C:2]1[CH:3]=[CH:4][C:5]([CH2:8][C:9]2[NH:17][C:16]3[C:11](=[N:12][CH:13]=[CH:14][C:15]=3[C:18]([OH:20])=[O:19])[CH:10]=2)=[CH:6][CH:7]=1, predict the reactants needed to synthesize it. (7) Given the product [Cl:23][CH:8]([C:7]1[C:2]([CH3:1])=[N:3][C:4]([C:11]2[CH:16]=[CH:15][C:14]([C:17]([F:20])([F:19])[F:18])=[CH:13][CH:12]=2)=[CH:5][CH:6]=1)[CH3:9], predict the reactants needed to synthesize it. The reactants are: [CH3:1][C:2]1[C:7]([CH:8](O)[CH3:9])=[CH:6][CH:5]=[C:4]([C:11]2[CH:16]=[CH:15][C:14]([C:17]([F:20])([F:19])[F:18])=[CH:13][CH:12]=2)[N:3]=1.O=S(Cl)[Cl:23]. (8) Given the product [F:32][C:33]1[CH:38]=[CH:37][CH:36]=[C:35]([F:39])[C:34]=1[NH:40][C:41]([N:4]1[CH2:5][CH2:6][CH2:7][N:1]([C:8]2[N:13]=[CH:12][C:11]([NH:14][C:15]([C:17]3[N:18]=[C:19]([C:26]4[CH:31]=[CH:30][CH:29]=[CH:28][CH:27]=4)[O:20][C:21]=3[C:22]([F:23])([F:25])[F:24])=[O:16])=[CH:10][CH:9]=2)[CH2:2][CH2:3]1)=[O:42], predict the reactants needed to synthesize it. The reactants are: [N:1]1([C:8]2[N:13]=[CH:12][C:11]([NH:14][C:15]([C:17]3[N:18]=[C:19]([C:26]4[CH:31]=[CH:30][CH:29]=[CH:28][CH:27]=4)[O:20][C:21]=3[C:22]([F:25])([F:24])[F:23])=[O:16])=[CH:10][CH:9]=2)[CH2:7][CH2:6][CH2:5][NH:4][CH2:3][CH2:2]1.[F:32][C:33]1[CH:38]=[CH:37][CH:36]=[C:35]([F:39])[C:34]=1[N:40]=[C:41]=[O:42]. (9) Given the product [CH:12]#[C:11][CH2:21][NH:10][C@H:1]1[C:9]2[CH:8]=[CH:7][CH:6]=[CH:5][C:4]=2[CH2:3][CH2:2]1, predict the reactants needed to synthesize it. The reactants are: [C@H:1]1([NH2:10])[C:9]2[C:4](=[CH:5][CH:6]=[CH:7][CH:8]=2)[CH2:3][CH2:2]1.[CH2:11]1[CH2:21]CN2C(=NCCC2)C[CH2:12]1.S(C1C=CC(C)=CC=1)(OCC#C)(=O)=O. (10) The reactants are: [N:1]1[C:10]2[C:5](=[C:6]([CH2:11][C:12]([O:14]C(C)(C)C)=[O:13])[CH:7]=[CH:8][CH:9]=2)[N:4]=[CH:3][CH:2]=1.Cl. Given the product [N:1]1[C:10]2[C:5](=[C:6]([CH2:11][C:12]([OH:14])=[O:13])[CH:7]=[CH:8][CH:9]=2)[N:4]=[CH:3][CH:2]=1, predict the reactants needed to synthesize it.